Task: Predict the reactants needed to synthesize the given product.. Dataset: Full USPTO retrosynthesis dataset with 1.9M reactions from patents (1976-2016) (1) The reactants are: [OH-].[Na+].[Cl:3][C:4]1[CH:9]=[CH:8][CH:7]=[C:6]([Cl:10])[C:5]=1[C:11]1[C:15]([CH2:16][O:17][C:18]2[CH:23]=[CH:22][C:21]([C:24]3[CH:25]=[C:26]4[C:31](=[CH:32][CH:33]=3)[N:30]=[C:29]([C:34]([O:36]CC)=[O:35])[CH:28]=[CH:27]4)=[CH:20][C:19]=2[CH3:39])=[C:14]([CH:40]([CH3:42])[CH3:41])[O:13][N:12]=1.Cl.O. Given the product [Cl:10][C:6]1[CH:7]=[CH:8][CH:9]=[C:4]([Cl:3])[C:5]=1[C:11]1[C:15]([CH2:16][O:17][C:18]2[CH:23]=[CH:22][C:21]([C:24]3[CH:25]=[C:26]4[C:31](=[CH:32][CH:33]=3)[N:30]=[C:29]([C:34]([OH:36])=[O:35])[CH:28]=[CH:27]4)=[CH:20][C:19]=2[CH3:39])=[C:14]([CH:40]([CH3:42])[CH3:41])[O:13][N:12]=1, predict the reactants needed to synthesize it. (2) The reactants are: [Br:1][C:2]1[CH:7]=[CH:6][C:5]([C:8]([CH3:13])([CH3:12])[C:9]([O-])=[O:10])=[CH:4][CH:3]=1.[H-].[H-].[H-].[H-].[Li+].[Al+3].[NH4+].[Cl-]. Given the product [Br:1][C:2]1[CH:3]=[CH:4][C:5]([C:8]([CH3:13])([CH3:12])[CH2:9][OH:10])=[CH:6][CH:7]=1, predict the reactants needed to synthesize it. (3) Given the product [C:61]([C:58]1([NH:57][C:33]([C@@H:28]2[CH2:29][CH2:30][CH2:31][CH2:32][C@H:27]2[C:10]2[O:9][C:8]([N:5]3[CH2:4][CH2:3][C:2]([F:1])([F:36])[CH2:7][CH2:6]3)=[N:12][C:11]=2[C:13]2[CH:14]=[CH:15][C:16]([N:19]3[CH2:24][CH2:23][S:22](=[O:25])(=[O:26])[CH2:21][CH2:20]3)=[CH:17][CH:18]=2)=[O:34])[CH2:60][CH2:59]1)#[N:62], predict the reactants needed to synthesize it. The reactants are: [F:1][C:2]1([F:36])[CH2:7][CH2:6][N:5]([C:8]2[O:9][C:10]([C@@H:27]3[CH2:32][CH2:31][CH2:30][CH2:29][C@H:28]3[C:33](O)=[O:34])=[C:11]([C:13]3[CH:18]=[CH:17][C:16]([N:19]4[CH2:24][CH2:23][S:22](=[O:26])(=[O:25])[CH2:21][CH2:20]4)=[CH:15][CH:14]=3)[N:12]=2)[CH2:4][CH2:3]1.BrC1C=CC(C2N=C(C3C=CC(F)=C(F)C=3)OC=2[C@@H]2CCCC[C@H]2C([NH:57][C:58]2([C:61]#[N:62])[CH2:60][CH2:59]2)=O)=CC=1. (4) The reactants are: C[Si:2]([CH3:12])([CH3:11])[N:3]([CH2:8][CH:9]=C)[Si:4]([CH3:7])([CH3:6])[CH3:5].[Cl:13]C([SiH3])Cl. Given the product [CH3:7][Si:4]([CH3:5])([CH3:6])[N:3]1[CH2:8][CH2:9][CH2:12][Si:2]1([Cl:13])[CH3:11], predict the reactants needed to synthesize it. (5) Given the product [OH:32][CH:31]([C:33]1[CH:38]=[CH:37][C:36]([C:39]2[N:43]=[C:42]([C:44]3[C:48]([CH2:49][CH2:50][CH3:51])=[C:47]([C:52]4[CH:53]=[CH:54][CH:55]=[CH:56][CH:57]=4)[O:46][N:45]=3)[O:41][N:40]=2)=[CH:35][CH:34]=1)[CH2:30][N:1]1[CH2:6][CH2:5][CH2:4][CH:3]([CH2:7][C:8]([OH:10])=[O:9])[CH2:2]1, predict the reactants needed to synthesize it. The reactants are: [NH:1]1[CH2:6][CH2:5][CH2:4][CH:3]([CH2:7][C:8]([OH:10])=[O:9])[CH2:2]1.[OH-].C([N+](CCCC)(CCCC)CCCC)CCC.Br[CH2:30][CH:31]([C:33]1[CH:38]=[CH:37][C:36]([C:39]2[N:43]=[C:42]([C:44]3[C:48]([CH2:49][CH2:50][CH3:51])=[C:47]([C:52]4[CH:57]=[CH:56][CH:55]=[CH:54][CH:53]=4)[O:46][N:45]=3)[O:41][N:40]=2)=[CH:35][CH:34]=1)[OH:32].CCN(C(N1N=NN(C2C(Cl)=CC=CC=2)C1=O)=O)C1CCCCC1. (6) The reactants are: [Br:1][C:2]1[CH:10]=[C:9]2[C:5]([CH:6]=[N:7][N:8]2[S:11]([C:14]2[CH:19]=[CH:18][CH:17]=[CH:16][CH:15]=2)(=[O:13])=[O:12])=[C:4]([C:20]2[O:21][C:22]([CH2:25]Cl)=[N:23][N:24]=2)[CH:3]=1.[I-].[Na+].[N:29]12[CH2:37][CH2:36][CH2:35][C@H:34]1[CH2:33][NH:32][CH2:31][CH2:30]2.CCN(C(C)C)C(C)C. Given the product [Br:1][C:2]1[CH:10]=[C:9]2[C:5]([CH:6]=[N:7][N:8]2[S:11]([C:14]2[CH:19]=[CH:18][CH:17]=[CH:16][CH:15]=2)(=[O:13])=[O:12])=[C:4]([C:20]2[O:21][C:22]([CH2:25][N:32]3[CH2:31][CH2:30][N:29]4[CH2:37][CH2:36][CH2:35][C@H:34]4[CH2:33]3)=[N:23][N:24]=2)[CH:3]=1, predict the reactants needed to synthesize it. (7) Given the product [CH3:7][O:8][CH:9]1[CH2:12][N:11]([C:13](=[O:25])[CH2:14][C:15]2[C:23]3[C:18](=[CH:19][CH:20]=[CH:21][CH:22]=3)[N:17]([CH2:2][C:3]([O:5][CH3:6])=[O:4])[C:16]=2[CH3:24])[CH2:10]1, predict the reactants needed to synthesize it. The reactants are: Br[CH2:2][C:3]([O:5][CH3:6])=[O:4].[CH3:7][O:8][CH:9]1[CH2:12][N:11]([C:13](=[O:25])[CH2:14][C:15]2[C:23]3[C:18](=[CH:19][CH:20]=[CH:21][CH:22]=3)[NH:17][C:16]=2[CH3:24])[CH2:10]1. (8) Given the product [O:2]1[CH2:3][CH2:4][N:5]([CH2:8][CH2:9][CH2:10][O:11][C:12]2[CH:21]=[C:16]3[C:15](=[CH:14][C:13]=2[O:23][CH3:24])[N:22]=[C:27]([CH3:28])[NH:29][C:17]3=[O:19])[CH2:6][CH2:7]1, predict the reactants needed to synthesize it. The reactants are: Cl.[O:2]1[CH2:7][CH2:6][N:5]([CH2:8][CH2:9][CH2:10][O:11][C:12]2[C:13]([O:23][CH3:24])=[CH:14][C:15]([NH2:22])=[C:16]([CH:21]=2)[C:17]([O:19]C)=O)[CH2:4][CH2:3]1.O.N.[C:27](#[N:29])[CH3:28].